The task is: Predict the reaction yield, written as a fraction of the theoretical maximum amount of product (1.0 means a 100% yield; for example, 0.34 means a 34% yield).. This data is from Reaction yield outcomes from USPTO patents with 853,638 reactions. (1) The reactants are Br.[N+:2]([C:5]1[CH:10]=[CH:9][C:8]([CH2:11][C@@H:12]([C:14]2[N:15]=[C:16]([C:19]3[CH:24]=[CH:23][CH:22]=[CH:21][CH:20]=3)[S:17][CH:18]=2)[NH2:13])=[CH:7][CH:6]=1)([O-:4])=[O:3].C([O-])([O-])=O.[Ca+2].[C:30](Cl)(Cl)=[S:31]. The catalyst is C(Cl)(Cl)(Cl)Cl.O.C(Cl)Cl.O. The product is [N:13]([C@H:12]([C:14]1[N:15]=[C:16]([C:19]2[CH:20]=[CH:21][CH:22]=[CH:23][CH:24]=2)[S:17][CH:18]=1)[CH2:11][C:8]1[CH:7]=[CH:6][C:5]([N+:2]([O-:4])=[O:3])=[CH:10][CH:9]=1)=[C:30]=[S:31]. The yield is 0.930. (2) The reactants are [F:1][C:2]1[CH:7]=[CH:6][C:5]([N:8]([CH2:19][CH:20]([CH3:22])[CH3:21])[S:9]([C:12]2[CH:13]=[N:14][C:15](Cl)=[CH:16][CH:17]=2)(=[O:11])=[O:10])=[CH:4][CH:3]=1.[NH2:23][CH:24]1[CH2:29][CH2:28][N:27]([C:30]([O:32][C:33]([CH3:36])([CH3:35])[CH3:34])=[O:31])[CH2:26][CH2:25]1.CCN(C(C)C)C(C)C.C([O-])(O)=O.[Na+]. The catalyst is C(#N)C.CCOC(C)=O. The product is [C:33]([O:32][C:30]([N:27]1[CH2:28][CH2:29][CH:24]([NH:23][C:15]2[CH:16]=[CH:17][C:12]([S:9](=[O:11])(=[O:10])[N:8]([C:5]3[CH:6]=[CH:7][C:2]([F:1])=[CH:3][CH:4]=3)[CH2:19][CH:20]([CH3:22])[CH3:21])=[CH:13][N:14]=2)[CH2:25][CH2:26]1)=[O:31])([CH3:36])([CH3:34])[CH3:35]. The yield is 0.310. (3) The reactants are [Cl:1][C:2]1[CH:3]=[C:4]([C:8](=[CH:12][C:13]2[CH:17]=[C:16]([C:18]3[CH:23]=[CH:22][C:21]([Cl:24])=[C:20]([Cl:25])[CH:19]=3)[N:15]([C:26]3[CH:31]=[CH:30][C:29]([O:32][CH2:33][CH3:34])=[CH:28][CH:27]=3)[N:14]=2)[C:9]([OH:11])=[O:10])[CH:5]=[CH:6][CH:7]=1.S(NN)(C1C=CC(C)=CC=1)(=O)=O.CC([O-])=O.[Na+]. The yield is 0.230. The catalyst is CCO.O. The product is [Cl:1][C:2]1[CH:3]=[C:4]([CH:8]([CH2:12][C:13]2[CH:17]=[C:16]([C:18]3[CH:23]=[CH:22][C:21]([Cl:24])=[C:20]([Cl:25])[CH:19]=3)[N:15]([C:26]3[CH:27]=[CH:28][C:29]([O:32][CH2:33][CH3:34])=[CH:30][CH:31]=3)[N:14]=2)[C:9]([OH:11])=[O:10])[CH:5]=[CH:6][CH:7]=1.